Dataset: Catalyst prediction with 721,799 reactions and 888 catalyst types from USPTO. Task: Predict which catalyst facilitates the given reaction. (1) Reactant: [N+:1]([C:4]1[S:5][C:6]2[CH:12]=[C:11]([N+:13]([O-])=O)[CH:10]=[CH:9][C:7]=2[N:8]=1)([O-])=O.[NH4+].[Cl-]. Product: [S:5]1[C:6]2[CH:12]=[C:11]([NH2:13])[CH:10]=[CH:9][C:7]=2[N:8]=[C:4]1[NH2:1]. The catalyst class is: 284. (2) Reactant: [CH2:1]([O:8][C:9]1[C:16]([F:17])=[CH:15][C:12]([CH:13]=O)=[CH:11][C:10]=1[F:18])[C:2]1[CH:7]=[CH:6][CH:5]=[CH:4][CH:3]=1.[CH2:19]([O:26][C:27]1[C:28]([F:36])=[C:29]([CH:32]=[CH:33][C:34]=1[F:35])[CH:30]=O)[C:20]1[CH:25]=[CH:24][CH:23]=[CH:22][CH:21]=1.C1(P(C2C=CC=CC=2)(C2C=CC=CC=2)=[C:44]([CH3:50])[C:45]([O:47][CH2:48][CH3:49])=[O:46])C=CC=CC=1. Product: [CH2:1]([O:8][C:9]1[C:16]([F:17])=[CH:15][C:12](/[CH:13]=[C:44](\[CH3:50])/[C:45]([O:47][CH2:48][CH3:49])=[O:46])=[CH:11][C:10]=1[F:18])[C:2]1[CH:7]=[CH:6][CH:5]=[CH:4][CH:3]=1.[CH2:19]([O:26][C:27]1[C:28]([F:36])=[C:29](/[CH:30]=[C:44](\[CH3:50])/[C:45]([O:47][CH2:48][CH3:49])=[O:46])[CH:32]=[CH:33][C:34]=1[F:35])[C:20]1[CH:25]=[CH:24][CH:23]=[CH:22][CH:21]=1. The catalyst class is: 11.